From a dataset of Forward reaction prediction with 1.9M reactions from USPTO patents (1976-2016). Predict the product of the given reaction. (1) Given the reactants Cl.[Cl:2][CH2:3][CH2:4][NH:5][CH2:6][CH2:7][Cl:8].[OH-].[Na+].[C:11]([O:15][C:16](O[C:16]([O:15][C:11]([CH3:14])([CH3:13])[CH3:12])=[O:17])=[O:17])([CH3:14])([CH3:13])[CH3:12], predict the reaction product. The product is: [Cl:2][CH2:3][CH2:4][N:5]([CH2:6][CH2:7][Cl:8])[C:16](=[O:17])[O:15][C:11]([CH3:14])([CH3:13])[CH3:12]. (2) Given the reactants [CH3:1][N:2]([CH3:33])[C@@H:3]1[CH2:7][CH2:6][N:5]([C:8]2[N:13]3[C:14]([C:31]#[N:32])=[C:15]([CH2:17][N:18]([CH2:29][CH3:30])[C@@H:19]4[C:28]5[N:27]=[CH:26][CH:25]=[CH:24][C:23]=5[CH2:22][CH2:21][CH2:20]4)[N:16]=[C:12]3[CH:11]=[CH:10][CH:9]=2)[CH2:4]1.S(=O)(=O)(O)[OH:35], predict the reaction product. The product is: [CH3:33][N:2]([CH3:1])[C@@H:3]1[CH2:7][CH2:6][N:5]([C:8]2[N:13]3[C:14]([C:31]([NH2:32])=[O:35])=[C:15]([CH2:17][N:18]([CH2:29][CH3:30])[C@@H:19]4[C:28]5[N:27]=[CH:26][CH:25]=[CH:24][C:23]=5[CH2:22][CH2:21][CH2:20]4)[N:16]=[C:12]3[CH:11]=[CH:10][CH:9]=2)[CH2:4]1.